This data is from Catalyst prediction with 721,799 reactions and 888 catalyst types from USPTO. The task is: Predict which catalyst facilitates the given reaction. (1) Reactant: [CH2:1]([OH:7])[CH2:2][CH2:3][CH2:4][CH2:5][OH:6].[K].I[CH2:10][CH2:11][CH2:12][O:13][CH2:14][CH2:15][CH2:16][CH2:17][CH2:18][CH3:19].[I-].[H-].[Na+].Cl. Product: [CH2:14]([O:13][CH2:12][CH2:11][CH2:10][O:6][CH2:5][CH2:4][CH2:3][CH2:2][CH2:1][OH:7])[CH2:15][CH2:16][CH2:17][CH2:18][CH3:19]. The catalyst class is: 44. (2) Reactant: [CH2:1]([N:8]1[CH2:12][C@@H:11]([N:13]([CH2:26]CC(C)C)[S:14]([C:17]2[CH:22]=[CH:21][C:20]([N+:23]([O-:25])=[O:24])=[CH:19][CH:18]=2)(=[O:16])=[O:15])[C@H:10]([NH:31]C(=O)OC(C)(C)C)[CH2:9]1)[C:2]1[CH:7]=[CH:6][CH:5]=[CH:4][CH:3]=1. The catalyst class is: 393. Product: [NH2:31][C@@H:10]1[CH2:9][N:8]([CH2:1][C:2]2[CH:7]=[CH:6][CH:5]=[CH:4][CH:3]=2)[CH2:12][C@H:11]1[N:13]([CH3:26])[S:14]([C:17]1[CH:22]=[CH:21][C:20]([N+:23]([O-:25])=[O:24])=[CH:19][CH:18]=1)(=[O:15])=[O:16]. (3) Reactant: [H-].[H-].[H-].[H-].[Li+].[Al+3].[C:7]([CH:9]1[CH2:15][CH:14]2[N:16]([C:17]([O:19][C:20]([CH3:23])([CH3:22])[CH3:21])=[O:18])[CH:11]([CH2:12][CH2:13]2)[CH2:10]1)#[N:8].O. Product: [NH2:8][CH2:7][CH:9]1[CH2:10][CH:11]2[N:16]([C:17]([O:19][C:20]([CH3:23])([CH3:22])[CH3:21])=[O:18])[CH:14]([CH2:13][CH2:12]2)[CH2:15]1. The catalyst class is: 1. (4) Reactant: [C:1]([C:3]1[CH:4]=[C:5]([S:10]([N:13]([CH2:19][C:20]2[CH:25]=[CH:24][C:23]([O:26][CH3:27])=[CH:22][C:21]=2[O:28][CH3:29])[C:14]2[S:18][N:17]=[CH:16][N:15]=2)(=[O:12])=[O:11])[CH:6]=[CH:7][C:8]=1F)#[N:2].[N:30]1[CH:35]=[CH:34][C:33]([C:36]2[CH:37]=[C:38]([C:43]3[CH:48]=[CH:47][CH:46]=[CH:45][C:44]=3[C:49]([F:52])([F:51])[F:50])[CH:39]=[CH:40][C:41]=2[OH:42])=[CH:32][N:31]=1.C(=O)([O-])[O-].[K+].[K+]. Product: [C:1]([C:3]1[CH:4]=[C:5]([S:10]([N:13]([CH2:19][C:20]2[CH:25]=[CH:24][C:23]([O:26][CH3:27])=[CH:22][C:21]=2[O:28][CH3:29])[C:14]2[S:18][N:17]=[CH:16][N:15]=2)(=[O:11])=[O:12])[CH:6]=[CH:7][C:8]=1[O:42][C:41]1[CH:40]=[CH:39][C:38]([C:43]2[CH:48]=[CH:47][CH:46]=[CH:45][C:44]=2[C:49]([F:50])([F:51])[F:52])=[CH:37][C:36]=1[C:33]1[CH:34]=[CH:35][N:30]=[N:31][CH:32]=1)#[N:2]. The catalyst class is: 16. (5) Reactant: C1C(=O)N([Br:8])C(=O)C1.[CH:9]([C:12]1[CH:20]=[CH:19][C:15]2[O:16][CH2:17][O:18][C:14]=2[CH:13]=1)([CH3:11])[CH3:10].O. Product: [Br:8][C:20]1[C:12]([CH:9]([CH3:11])[CH3:10])=[CH:13][C:14]2[O:18][CH2:17][O:16][C:15]=2[CH:19]=1. The catalyst class is: 23. (6) Reactant: [C:1]([C:3]1[CH:4]=[C:5]([CH:15]=[CH:16][C:17]=1[N:18]1[CH2:23][CH2:22][C:21]([CH3:25])([CH3:24])[CH2:20][CH2:19]1)[CH2:6][NH:7]C(=O)OC(C)(C)C)#[N:2].[ClH:26]. Product: [ClH:26].[NH2:7][CH2:6][C:5]1[CH:15]=[CH:16][C:17]([N:18]2[CH2:23][CH2:22][C:21]([CH3:25])([CH3:24])[CH2:20][CH2:19]2)=[C:3]([CH:4]=1)[C:1]#[N:2]. The catalyst class is: 28. (7) Reactant: [F:1][C:2]1[C:7]([OH:8])=[CH:6][CH:5]=[CH:4][N:3]=1.CC([O-])=O.[Na+].[Br:14]Br.[OH-].[Na+]. Product: [Br:14][C:4]1[N:3]=[C:2]([F:1])[C:7]([OH:8])=[CH:6][CH:5]=1. The catalyst class is: 52. (8) Reactant: C([CH:8]([N:12]([C:14]([NH:16][P:17]([O:28][CH2:29][O:30][C:31]([O:33][CH:34]([CH3:36])[CH3:35])=[O:32])([O:19][CH2:20][O:21][C:22]([O:24][CH:25]([CH3:27])[CH3:26])=[O:23])=[O:18])=[NH:15])[CH3:13])[C:9]([O-:11])=[O:10])C1C=CC=CC=1. Product: [CH:34]([O:33][C:31]([O:30][CH2:29][O:28][P:17]([NH:16][C:14]([N:12]([CH2:8][C:9]([OH:11])=[O:10])[CH3:13])=[NH:15])([O:19][CH2:20][O:21][C:22]([O:24][CH:25]([CH3:27])[CH3:26])=[O:23])=[O:18])=[O:32])([CH3:35])[CH3:36]. The catalyst class is: 19.